Dataset: Forward reaction prediction with 1.9M reactions from USPTO patents (1976-2016). Task: Predict the product of the given reaction. (1) Given the reactants [CH2:1]([O:4][C:5]1([CH3:38])[CH2:10][CH2:9][N:8]([C:11]2[N:16]3[N:17]=[C:18]([CH2:20]OS(C)(=O)=O)[CH:19]=[C:15]3[N:14]=[C:13]([CH3:26])[C:12]=2[C@H:27]([O:33][C:34]([CH3:37])([CH3:36])[CH3:35])[C:28]([O:30][CH2:31][CH3:32])=[O:29])[CH2:7][CH2:6]1)[CH:2]=[CH2:3].[I-:39].[Na+], predict the reaction product. The product is: [CH2:1]([O:4][C:5]1([CH3:38])[CH2:10][CH2:9][N:8]([C:11]2[N:16]3[N:17]=[C:18]([CH2:20][I:39])[CH:19]=[C:15]3[N:14]=[C:13]([CH3:26])[C:12]=2[C@H:27]([O:33][C:34]([CH3:37])([CH3:36])[CH3:35])[C:28]([O:30][CH2:31][CH3:32])=[O:29])[CH2:7][CH2:6]1)[CH:2]=[CH2:3]. (2) Given the reactants [CH2:1](Br)[C:2]1[CH:7]=[CH:6][CH:5]=[CH:4][CH:3]=1.[CH3:9][C:10]1[CH:15]=[C:14]([Br:16])[CH:13]=[C:12]([CH3:17])[C:11]=1[OH:18].C(=O)([O-])[O-].[K+].[K+], predict the reaction product. The product is: [CH2:1]([O:18][C:11]1[C:10]([CH3:9])=[CH:15][C:14]([Br:16])=[CH:13][C:12]=1[CH3:17])[C:2]1[CH:7]=[CH:6][CH:5]=[CH:4][CH:3]=1. (3) Given the reactants [Cl:1][C:2]1[CH:3]=[C:4]([S:9]([N:12]2[CH:25]([CH2:26][C:27](O)=[O:28])[C:24]3[C:19](=[CH:20][CH:21]=[C:22]([F:30])[CH:23]=3)[C:18]3[CH:17]=[CH:16][CH:15]=[CH:14][C:13]2=3)(=[O:11])=[O:10])[CH:5]=[CH:6][C:7]=1[Cl:8].C(N(CC)CC)C.Cl.CN(C)CCCN=C=NCC.Cl.Cl.[NH:52]1[CH2:56][CH2:55][N:54]=[C:53]1[C:57]1[CH:62]=[CH:61][C:60]([CH2:63][CH2:64][NH2:65])=[CH:59][CH:58]=1, predict the reaction product. The product is: [ClH:1].[Cl:1][C:2]1[CH:3]=[C:4]([S:9]([N:12]2[CH:25]([CH2:26][C:27]([NH:65][CH2:64][CH2:63][C:60]3[CH:61]=[CH:62][C:57]([C:53]4[NH:54][CH2:55][CH2:56][N:52]=4)=[CH:58][CH:59]=3)=[O:28])[C:24]3[C:19](=[CH:20][CH:21]=[C:22]([F:30])[CH:23]=3)[C:18]3[CH:17]=[CH:16][CH:15]=[CH:14][C:13]2=3)(=[O:10])=[O:11])[CH:5]=[CH:6][C:7]=1[Cl:8]. (4) Given the reactants [O:1]1[CH2:6][CH2:5][CH:4]([C:7]([O:9]C)=[O:8])[CH2:3][CH2:2]1.Cl, predict the reaction product. The product is: [O:1]1[CH2:6][CH2:5][CH:4]([C:7]([OH:9])=[O:8])[CH2:3][CH2:2]1. (5) Given the reactants [CH3:1][O:2][C:3](=[O:38])[CH2:4][CH2:5][C:6]([O:8][CH2:9][O:10][C:11](=[O:37])[N:12]([C:29]1[CH:34]=[CH:33][C:32]([Br:35])=[CH:31][C:30]=1[CH3:36])[C:13]1[CH:18]=[CH:17][C:16]([C:19](=[O:27])[C:20]2[CH:25]=[CH:24][CH:23]=[CH:22][C:21]=2[CH3:26])=[C:15]([Cl:28])[CH:14]=1)=[O:7].Br[C:40]1[CH:45]=[CH:44][C:43](N[C:40]2[CH:45]=[CH:44][C:43](C([C:40]3[CH:45]=[CH:44][CH:43]=[CH:42][C:41]=3C)=O)=[C:42](Cl)[CH:41]=2)=[C:42](C)[CH:41]=1.C(OC(=O)CCC(OCOC(Cl)=O)=O)C1C=CC=CC=1, predict the reaction product. The product is: [Br:35][C:32]1[CH:33]=[CH:34][C:29]([N:12]([C:13]2[CH:18]=[CH:17][C:16]([C:19](=[O:27])[C:20]3[CH:25]=[CH:24][CH:23]=[CH:22][C:21]=3[CH3:26])=[C:15]([Cl:28])[CH:14]=2)[C:11]([O:10][CH2:9][O:8][C:6](=[O:7])[CH2:5][CH2:4][C:3]([O:2][CH2:1][C:40]2[CH:45]=[CH:44][CH:43]=[CH:42][CH:41]=2)=[O:38])=[O:37])=[C:30]([CH3:36])[CH:31]=1.